Dataset: Forward reaction prediction with 1.9M reactions from USPTO patents (1976-2016). Task: Predict the product of the given reaction. Given the reactants BrC1C=CC=C2C=1C(C1C(O)=CC3OCOC=3C=1)[C:5](=[O:16])N2CCCCC.[OH:27][C:28]1[CH:33]=[C:32]([O:34][CH3:35])[CH:31]=[CH:30][C:29]=1[CH:36]1[C:44]2[C:39](=[CH:40][CH:41]=[CH:42][CH:43]=2)[N:38]([CH2:45][CH2:46][CH2:47][CH2:48][CH3:49])[C:37]1=[O:50], predict the reaction product. The product is: [OH:27][C:28]1[CH:33]=[C:32]([O:34][CH3:35])[CH:31]=[CH:30][C:29]=1[C:36]1([CH2:5][OH:16])[C:44]2[C:39](=[CH:40][CH:41]=[CH:42][CH:43]=2)[N:38]([CH2:45][CH2:46][CH2:47][CH2:48][CH3:49])[C:37]1=[O:50].